Dataset: Full USPTO retrosynthesis dataset with 1.9M reactions from patents (1976-2016). Task: Predict the reactants needed to synthesize the given product. Given the product [Cl:21][C:22]1[CH:23]=[C:24]([CH:27]=[C:28]([O:20][C:3]2[CH:4]=[C:5]([CH2:8][N:9]3[C:17](=[O:18])[C:16]4[C:11](=[CH:12][CH:13]=[CH:14][CH:15]=4)[C:10]3=[O:19])[CH:6]=[CH:7][C:2]=2[Cl:1])[CH:29]=1)[C:25]#[N:26], predict the reactants needed to synthesize it. The reactants are: [Cl:1][C:2]1[CH:7]=[CH:6][C:5]([CH2:8][N:9]2[C:17](=[O:18])[C:16]3[C:11](=[CH:12][CH:13]=[CH:14][CH:15]=3)[C:10]2=[O:19])=[CH:4][C:3]=1[OH:20].[Cl:21][C:22]1[CH:23]=[C:24]([CH:27]=[C:28](F)[CH:29]=1)[C:25]#[N:26].C([O-])([O-])=O.[K+].[K+].C(O)(=O)CC(CC(O)=O)(C(O)=O)O.